From a dataset of Catalyst prediction with 721,799 reactions and 888 catalyst types from USPTO. Predict which catalyst facilitates the given reaction. (1) Reactant: Cl[CH2:2][C:3]([NH:5][C:6]1[C:15]([Cl:16])=[CH:14][CH:13]=[C:12]2[C:7]=1[CH:8]=[CH:9][C:10]([C:17]1[CH:21]=[CH:20][N:19]([CH2:22][O:23][CH2:24][CH2:25][Si:26]([CH3:29])([CH3:28])[CH3:27])[N:18]=1)=[N:11]2)=[O:4].[F:30][C:31]1[CH:37]=[CH:36][C:34]([NH2:35])=[CH:33][CH:32]=1.C(N(CC)CC)C. Product: [Cl:16][C:15]1[C:6]([NH:5][C:3](=[O:4])[CH2:2][NH:35][C:34]2[CH:36]=[CH:37][C:31]([F:30])=[CH:32][CH:33]=2)=[C:7]2[C:12](=[CH:13][CH:14]=1)[N:11]=[C:10]([C:17]1[CH:21]=[CH:20][N:19]([CH2:22][O:23][CH2:24][CH2:25][Si:26]([CH3:27])([CH3:29])[CH3:28])[N:18]=1)[CH:9]=[CH:8]2. The catalyst class is: 10. (2) Reactant: [O:1]1[C:5]2([CH2:9][CH2:8][CH:7]([CH2:10][CH2:11][OH:12])[CH2:6]2)[O:4][CH2:3][CH2:2]1.CC(OI1(OC(C)=O)(OC(C)=O)OC(=O)C2C=CC=CC1=2)=O. Product: [O:1]1[C:5]2([CH2:9][CH2:8][CH:7]([CH2:10][CH:11]=[O:12])[CH2:6]2)[O:4][CH2:3][CH2:2]1. The catalyst class is: 4. (3) Reactant: [OH:1][C:2]1[CH:9]=[CH:8][CH:7]=[CH:6][C:3]=1[C:4]#[N:5].C1N2CN3CN(C2)CN1C3.C[CH2:21][O:22]C(C)=O. Product: [CH:21]([C:7]1[CH:8]=[CH:9][C:2]([OH:1])=[C:3]([CH:6]=1)[C:4]#[N:5])=[O:22].[CH:21]([C:9]1[C:2]([OH:1])=[C:3]([CH:6]=[CH:7][CH:8]=1)[C:4]#[N:5])=[O:22]. The catalyst class is: 15.